This data is from Full USPTO retrosynthesis dataset with 1.9M reactions from patents (1976-2016). The task is: Predict the reactants needed to synthesize the given product. Given the product [O:8]1[CH2:9][CH2:10][N:11]([C:14]2[CH:15]=[C:16]([C:21]3[C:22]4[O:23][C:24]5[C:29](=[CH:28][C:27]([NH:35][CH:36]6[CH2:41][CH2:40][CH2:39][NH:38][CH2:37]6)=[CH:26][CH:25]=5)[S:30][C:31]=4[CH:32]=[CH:33][CH:34]=3)[NH:17][C:18](=[O:20])[CH:19]=2)[CH2:12][CH2:13]1, predict the reactants needed to synthesize it. The reactants are: Cl.O1CCOCC1.[O:8]1[CH2:13][CH2:12][N:11]([C:14]2[CH:15]=[C:16]([C:21]3[CH:34]=[CH:33][CH:32]=[C:31]4[C:22]=3[O:23][C:24]3[CH:25]=[CH:26][C:27]([NH:35][CH:36]5[CH2:41][CH2:40][CH2:39][N:38](C(OC(C)(C)C)=O)[CH2:37]5)=[CH:28][C:29]=3[S:30]4)[NH:17][C:18](=[O:20])[CH:19]=2)[CH2:10][CH2:9]1.C(=O)([O-])[O-].[Na+].[Na+].